Dataset: Reaction yield outcomes from USPTO patents with 853,638 reactions. Task: Predict the reaction yield, written as a fraction of the theoretical maximum amount of product (1.0 means a 100% yield; for example, 0.34 means a 34% yield). (1) The reactants are C(C1C=CC(NC(=O)NCC[C:20](OCC)=[O:21])=CC=1)CCCCCCC.Cl[C:27]1[CH:28]=[C:29]([C:37]2[O:41][N:40]=[C:39]([C:42]3[CH:47]=[CH:46][C:45]([O:48]C(C)C)=[C:44]([I:52])[CH:43]=3)[N:38]=2)[CH:30]=[CH:31][C:32]=1[O:33][CH2:34][CH2:35][CH3:36]. No catalyst specified. The product is [CH2:34]([O:33][C:32]1[CH:31]=[CH:30][C:29]([C:37]2[O:41][N:40]=[C:39]([C:42]3[CH:47]=[CH:46][C:45]([OH:48])=[C:44]([I:52])[CH:43]=3)[N:38]=2)=[CH:28][C:27]=1[O:21][CH3:20])[CH2:35][CH3:36]. The yield is 0.800. (2) The reactants are COC1C=CC(C[N:8]2[C:12]3=[N:13][CH:14]=[C:15]4[C:19](=[O:20])[N:18]([CH2:21][CH2:22][C:23]5[CH:28]=[CH:27][CH:26]=[CH:25][CH:24]=5)[C:17](=[O:29])[C:16]4=[C:11]3[CH:10]=[N:9]2)=CC=1. The catalyst is FC(F)(F)C(O)=O. The product is [CH2:21]([N:18]1[C:19](=[O:20])[C:15]2[C:16](=[C:11]3[CH:10]=[N:9][NH:8][C:12]3=[N:13][CH:14]=2)[C:17]1=[O:29])[CH2:22][C:23]1[CH:24]=[CH:25][CH:26]=[CH:27][CH:28]=1. The yield is 0.800. (3) The reactants are [C:1]1([CH2:7][CH2:8][CH2:9][CH2:10][CH2:11][CH2:12][C:13]([C:15]2[N:20]=[N:19][C:18]([C:21]3[N:26]=[C:25]([C:27]([O:29]C)=[O:28])[CH:24]=[CH:23][CH:22]=3)=[CH:17][CH:16]=2)=[O:14])[CH:6]=[CH:5][CH:4]=[CH:3][CH:2]=1. The catalyst is CCOCC. The product is [C:1]1([CH2:7][CH2:8][CH2:9][CH2:10][CH2:11][CH2:12][C:13]([C:15]2[N:20]=[N:19][C:18]([C:21]3[N:26]=[C:25]([C:27]([OH:29])=[O:28])[CH:24]=[CH:23][CH:22]=3)=[CH:17][CH:16]=2)=[O:14])[CH:6]=[CH:5][CH:4]=[CH:3][CH:2]=1. The yield is 0.710.